Dataset: Forward reaction prediction with 1.9M reactions from USPTO patents (1976-2016). Task: Predict the product of the given reaction. (1) Given the reactants C([N:5]([CH:9]([CH2:23][C:24]([NH:26][CH2:27][C@@H:28]([NH:40][C:41]([O:43][C:44]([CH3:47])([CH3:46])[CH3:45])=[O:42])[CH2:29][CH2:30][CH2:31][NH:32][C:33]([O:35][C:36]([CH3:39])([CH3:38])[CH3:37])=[O:34])=[O:25])[CH2:10][CH2:11][NH:12][C:13](=[O:22])[O:14]CC1C=CC=CC=1)C(=O)[O-])(C)(C)C, predict the reaction product. The product is: [C:36]([O:14][C:13](=[O:22])[NH:12][CH2:11][CH2:10][CH:9]([NH2:5])[CH2:23][C:24]([NH:26][CH2:27][C@@H:28]([NH:40][C:41]([O:43][C:44]([CH3:46])([CH3:47])[CH3:45])=[O:42])[CH2:29][CH2:30][CH2:31][NH:32][C:33]([O:35][C:36]([CH3:39])([CH3:38])[CH3:37])=[O:34])=[O:25])([CH3:39])([CH3:38])[CH3:37]. (2) Given the reactants O.N[C:3]1[CH:4]=[C:5](B(O)O)[CH:6]=[CH:7][CH:8]=1.[OH-].[Na+].[Cl:14]Cl.NOB([C:20]1[CH:25]=CC=C[CH:21]=1)O, predict the reaction product. The product is: [CH:20]([CH:25]([Cl:14])[C:3]1[CH:4]=[CH:5][CH:6]=[CH:7][CH:8]=1)=[CH2:21]. (3) The product is: [C:12]([O:11][C:9](=[O:10])[NH:8][C:5]1[CH:4]=[CH:3][C:2]([I:1])=[CH:7][N:6]=1)([CH3:15])([CH3:14])[CH3:13]. Given the reactants [I:1][C:2]1[CH:3]=[CH:4][C:5]([NH2:8])=[N:6][CH:7]=1.[C:9](O[C:9]([O:11][C:12]([CH3:15])([CH3:14])[CH3:13])=[O:10])([O:11][C:12]([CH3:15])([CH3:14])[CH3:13])=[O:10], predict the reaction product.